Dataset: Forward reaction prediction with 1.9M reactions from USPTO patents (1976-2016). Task: Predict the product of the given reaction. (1) Given the reactants Br[C:2]1[CH:7]=[CH:6][C:5]([N:8]2[C@@H:12]([C:13]3[CH:18]=[CH:17][CH:16]=[CH:15][CH:14]=3)[C:11]([CH3:20])([CH3:19])[O:10][C:9]2=[O:21])=[CH:4][CH:3]=1.C(=O)([O-])[O-].[K+].[K+].[NH:28]1[C:36]2[CH:35]=[CH:34][N:33]=[CH:32][C:31]=2[NH:30][C:29]1=[O:37].CNCCNC, predict the reaction product. The product is: [CH3:19][C:11]1([CH3:20])[O:10][C:9](=[O:21])[N:8]([C:5]2[CH:6]=[CH:7][C:2]([N:30]3[C:31]4[CH:32]=[N:33][CH:34]=[CH:35][C:36]=4[NH:28][C:29]3=[O:37])=[CH:3][CH:4]=2)[C@H:12]1[C:13]1[CH:18]=[CH:17][CH:16]=[CH:15][CH:14]=1.[CH3:19][C:11]1([CH3:20])[O:10][C:9](=[O:21])[N:8]([C:5]2[CH:6]=[CH:7][C:2]([N:28]3[C:36]4[CH:35]=[CH:34][N:33]=[CH:32][C:31]=4[NH:30][C:29]3=[O:37])=[CH:3][CH:4]=2)[C@H:12]1[C:13]1[CH:18]=[CH:17][CH:16]=[CH:15][CH:14]=1. (2) Given the reactants C([O:3][C:4]([C:6]1[CH:10]=[C:9]([O:11][CH2:12][C:13]([N:15]2[CH2:19][CH2:18][CH2:17][C@H:16]2[C:20](=[O:26])[NH:21][CH:22]2[CH2:25][CH2:24][CH2:23]2)=[O:14])[N:8]([C:27]2[CH:32]=[CH:31][CH:30]=[CH:29][CH:28]=2)[N:7]=1)=[O:5])C.[OH-].[Na+], predict the reaction product. The product is: [CH:22]1([NH:21][C:20]([C@@H:16]2[CH2:17][CH2:18][CH2:19][N:15]2[C:13](=[O:14])[CH2:12][O:11][C:9]2[N:8]([C:27]3[CH:32]=[CH:31][CH:30]=[CH:29][CH:28]=3)[N:7]=[C:6]([C:4]([OH:5])=[O:3])[CH:10]=2)=[O:26])[CH2:23][CH2:24][CH2:25]1. (3) Given the reactants C(OC(=O)[NH:7][CH2:8][C:9]1[CH:14]=[CH:13][CH:12]=[C:11]([CH2:15][NH:16][C:17]2[N:22]=[C:21]([NH:23][CH2:24][CH:25]3[CH2:30][CH2:29][CH:28]([N:31]4[CH2:35][CH2:34][CH2:33][CH2:32]4)[CH2:27][CH2:26]3)[C:20]([N+:36]([O-:38])=[O:37])=[CH:19][N:18]=2)[CH:10]=1)(C)(C)C.C(O)(C(F)(F)F)=O, predict the reaction product. The product is: [NH2:7][CH2:8][C:9]1[CH:10]=[C:11]([CH:12]=[CH:13][CH:14]=1)[CH2:15][NH:16][C:17]1[N:22]=[C:21]([NH:23][CH2:24][C@H:25]2[CH2:26][CH2:27][C@H:28]([N:31]3[CH2:35][CH2:34][CH2:33][CH2:32]3)[CH2:29][CH2:30]2)[C:20]([N+:36]([O-:38])=[O:37])=[CH:19][N:18]=1. (4) Given the reactants [F:1][C:2]1[C:3]([CH3:14])=[N:4][C:5]2[C:10]([CH:11]=1)=[CH:9][CH:8]=[C:7]([O:12]C)[CH:6]=2.B(Br)(Br)Br.CO, predict the reaction product. The product is: [F:1][C:2]1[C:3]([CH3:14])=[N:4][C:5]2[C:10]([CH:11]=1)=[CH:9][CH:8]=[C:7]([OH:12])[CH:6]=2. (5) Given the reactants C(OC([N:6]1[CH:15]=[C:14]([CH:16]=[O:17])[C:13]2[C:8](=[CH:9][C:10]([O:26][CH3:27])=[C:11]([O:18][CH2:19][CH2:20][CH2:21][O:22][C:23](=[O:25])[CH3:24])[CH:12]=2)[CH:7]1[CH2:28][C:29]1[CH:34]=[CH:33][CH:32]=[C:31]([O:35][CH2:36][CH3:37])[CH:30]=1)=O)C.[OH-].[K+].C(OCC)(=O)C.CCCCCC.C(OCC)(=O)C, predict the reaction product. The product is: [C:23]([O:22][CH2:21][CH2:20][CH2:19][O:18][C:11]1[CH:12]=[C:13]2[C:8](=[CH:9][C:10]=1[O:26][CH3:27])[CH:7]([CH2:28][C:29]1[CH:34]=[CH:33][CH:32]=[C:31]([O:35][CH2:36][CH3:37])[CH:30]=1)[NH:6][CH:15]=[C:14]2[CH:16]=[O:17])(=[O:25])[CH3:24]. (6) Given the reactants Cl[C:2]1[C:11]2[C:6](=[CH:7][C:8]([F:13])=[CH:9][C:10]=2[F:12])[N:5]=[C:4]([C:14]2[CH:15]=[N:16][CH:17]=[C:18]([CH3:20])[CH:19]=2)[C:3]=1[CH3:21].[O:22]1[CH2:27][CH2:26][N:25]([C:28]2[C:33]([NH2:34])=[CH:32][C:31]([N:35]3[CH2:40][CH2:39][O:38][CH2:37][CH2:36]3)=[CH:30][N:29]=2)[CH2:24][CH2:23]1.CC(C1C=C(C(C)C)C(C2C=CC=CC=2P(C2CCCCC2)C2CCCCC2)=C(C(C)C)C=1)C.CC(C)([O-])C.[Na+], predict the reaction product. The product is: [O:22]1[CH2:27][CH2:26][N:25]([C:28]2[C:33]([NH:34][C:2]3[C:11]4[C:6](=[CH:7][C:8]([F:13])=[CH:9][C:10]=4[F:12])[N:5]=[C:4]([C:14]4[CH:15]=[N:16][CH:17]=[C:18]([CH3:20])[CH:19]=4)[C:3]=3[CH3:21])=[CH:32][C:31]([N:35]3[CH2:36][CH2:37][O:38][CH2:39][CH2:40]3)=[CH:30][N:29]=2)[CH2:24][CH2:23]1. (7) Given the reactants [CH2:1]([O:3][C:4]([C:6]1[C:14]2[C:9](=[CH:10][CH:11]=[C:12]([OH:15])[CH:13]=2)[N:8]([C:16]2[CH:21]=[CH:20][C:19]([O:22][CH:23]([CH3:25])[CH3:24])=[CH:18][CH:17]=2)[C:7]=1[CH2:26][C:27]([O:29][CH2:30][CH3:31])=[O:28])=[O:5])[CH3:2].[F:32][C:33]([F:45])([F:44])[O:34][C:35]1[CH:40]=[CH:39][C:38](B(O)O)=[CH:37][CH:36]=1, predict the reaction product. The product is: [CH2:1]([O:3][C:4]([C:6]1[C:14]2[C:9](=[CH:10][CH:11]=[C:12]([O:15][C:38]3[CH:37]=[CH:36][C:35]([O:34][C:33]([F:32])([F:44])[F:45])=[CH:40][CH:39]=3)[CH:13]=2)[N:8]([C:16]2[CH:21]=[CH:20][C:19]([O:22][CH:23]([CH3:24])[CH3:25])=[CH:18][CH:17]=2)[C:7]=1[CH2:26][C:27]([O:29][CH2:30][CH3:31])=[O:28])=[O:5])[CH3:2]. (8) Given the reactants [Cl:1][C:2]1[C:7]([Cl:8])=[CH:6][C:5]([Cl:9])=[CH:4][C:3]=1B(O)O.O1CCOCC1.[Cl:19][C:20]1[C:32](I)=[CH:31][C:23]2[NH:24][C:25]([C:27]([F:30])([F:29])[F:28])=[N:26][C:22]=2[CH:21]=1.C(=O)([O-])[O-].[Na+].[Na+], predict the reaction product. The product is: [Cl:19][C:20]1[C:32]([C:3]2[CH:4]=[C:5]([Cl:9])[CH:6]=[C:7]([Cl:8])[C:2]=2[Cl:1])=[CH:31][C:23]2[NH:24][C:25]([C:27]([F:29])([F:30])[F:28])=[N:26][C:22]=2[CH:21]=1. (9) Given the reactants [Cl:1][C:2]1[CH:3]=[C:4]([CH:9]2[O:17][CH2:16][CH2:15][N:14]([C:18]([O:20][C:21]([CH3:24])([CH3:23])[CH3:22])=[O:19])[CH2:13][C:10]32[O:12][CH2:11]3)[CH:5]=[CH:6][C:7]=1[Cl:8].[N-:25]=[N+:26]=[N-:27].[Na+].O, predict the reaction product. The product is: [N:25]([CH2:11][C:10]1([OH:12])[CH:9]([C:4]2[CH:5]=[CH:6][C:7]([Cl:8])=[C:2]([Cl:1])[CH:3]=2)[O:17][CH2:16][CH2:15][N:14]([C:18]([O:20][C:21]([CH3:24])([CH3:23])[CH3:22])=[O:19])[CH2:13]1)=[N+:26]=[N-:27].